This data is from Catalyst prediction with 721,799 reactions and 888 catalyst types from USPTO. The task is: Predict which catalyst facilitates the given reaction. (1) Reactant: C([O:8][N:9]1[C:14]2[N:15]=[CH:16][N:17]=[C:18]([CH3:19])[C:13]=2[C:12]([NH:20][CH2:21][C:22]2[CH:23]=[C:24]([CH:34]=[CH:35][CH:36]=2)[CH2:25][NH:26][C:27](=[O:33])[O:28][C:29]([CH3:32])([CH3:31])[CH3:30])=[CH:11][C:10]1=[O:37])C1C=CC=CC=1.[H][H]. Product: [OH:8][N:9]1[C:14]2[N:15]=[CH:16][N:17]=[C:18]([CH3:19])[C:13]=2[C:12]([NH:20][CH2:21][C:22]2[CH:23]=[C:24]([CH:34]=[CH:35][CH:36]=2)[CH2:25][NH:26][C:27](=[O:33])[O:28][C:29]([CH3:32])([CH3:31])[CH3:30])=[CH:11][C:10]1=[O:37]. The catalyst class is: 352. (2) Reactant: [NH2:1][C:2]1[C:3]([Cl:34])=[C:4]([C:30]([Cl:33])=[CH:31][CH:32]=1)[CH2:5][N:6]1[C:14]2[C:9](=[CH:10][CH:11]=[CH:12][CH:13]=2)[C:8]([C:15]2[N:20]=[C:19]([NH:21][C:22]3[CH:27]=[CH:26][N:25]=[CH:24][CH:23]=3)[C:18]([O:28][CH3:29])=[CH:17][N:16]=2)=[N:7]1.C(N(CC)CC)C.[C:42](OC(=O)C)(=[O:44])[CH3:43].C(=O)([O-])O.[Na+]. Product: [Cl:34][C:3]1[C:4]([CH2:5][N:6]2[C:14]3[C:9](=[CH:10][CH:11]=[CH:12][CH:13]=3)[C:8]([C:15]3[N:20]=[C:19]([NH:21][C:22]4[CH:23]=[CH:24][N:25]=[CH:26][CH:27]=4)[C:18]([O:28][CH3:29])=[CH:17][N:16]=3)=[N:7]2)=[C:30]([Cl:33])[CH:31]=[CH:32][C:2]=1[NH:1][C:42](=[O:44])[CH3:43]. The catalyst class is: 42. (3) Reactant: [CH3:1][C:2]([C:4]1[CH:9]=[CH:8][C:7]([Br:10])=[CH:6][CH:5]=1)=[O:3].CO[C:13](OC)([N:15]([CH3:17])[CH3:16])[CH3:14].O.C(OCC)(=O)C. Product: [Br:10][C:7]1[CH:8]=[CH:9][C:4]([C:2](=[O:3])[CH:1]=[C:13]([N:15]([CH3:17])[CH3:16])[CH3:14])=[CH:5][CH:6]=1. The catalyst class is: 12.